This data is from Reaction yield outcomes from USPTO patents with 853,638 reactions. The task is: Predict the reaction yield, written as a fraction of the theoretical maximum amount of product (1.0 means a 100% yield; for example, 0.34 means a 34% yield). (1) The reactants are [C:1](Cl)(=[O:5])C(Cl)=O.[Cl:7][C:8]1[CH:13]=[CH:12][C:11]([C:14]2[S:18][C:17]([C:19](O)=[O:20])=[C:16]([C:22]3[CH:27]=[CH:26][C:25]([S:28](=[O:31])(=[O:30])[NH2:29])=[CH:24][CH:23]=3)[CH:15]=2)=[CH:10][CH:9]=1.[CH3:32][N:33]([CH:35]=O)[CH3:34].[CH2:37]([N:39](CC)CC)C. The catalyst is ClCCl. The product is [Cl:7][C:8]1[CH:13]=[CH:12][C:11]([C:14]2[S:18][C:17]([C:19]([N:39]([O:5][CH3:1])[CH3:37])=[O:20])=[C:16]([C:22]3[CH:23]=[CH:24][C:25]([S:28](=[O:31])(=[O:30])[N:29]=[CH:32][N:33]([CH3:35])[CH3:34])=[CH:26][CH:27]=3)[CH:15]=2)=[CH:10][CH:9]=1. The yield is 0.657. (2) The product is [CH3:21][N:22]1[C:26]([CH3:27])=[C:25]([CH2:28][N:4]2[CH2:5][CH2:6][N:1]([C:7]3[C:12]([C:13]4[CH:14]=[CH:15][C:16]([C:17]#[N:18])=[CH:19][CH:20]=4)=[N:11][CH:10]=[CH:9][N:8]=3)[CH2:2][CH2:3]2)[C:24]([CH3:30])=[N:23]1. The reactants are [N:1]1([C:7]2[C:12]([C:13]3[CH:20]=[CH:19][C:16]([C:17]#[N:18])=[CH:15][CH:14]=3)=[N:11][CH:10]=[CH:9][N:8]=2)[CH2:6][CH2:5][NH:4][CH2:3][CH2:2]1.[CH3:21][N:22]1[C:26]([CH3:27])=[C:25]([CH:28]=O)[C:24]([CH3:30])=[N:23]1.C(O[BH-](OC(=O)C)OC(=O)C)(=O)C.[Na+].C(=O)([O-])O.[Na+].[OH-].[Na+]. The yield is 0.590. The catalyst is O1CCCC1. (3) The reactants are [CH3:1][C:2]1[S:6][C:5]([C:7]2[CH:15]=[C:14]3[C:10]([C:11]([C:16]([OH:18])=[O:17])=[N:12][NH:13]3)=[CH:9][CH:8]=2)=[N:4][CH:3]=1.[N:19]12[CH2:26][CH2:25][CH:22]([CH2:23][CH2:24]1)[C@@H:21](O)[CH2:20]2.C1(P(C2C=CC=CC=2)C2C=CC=CC=2)C=CC=CC=1.N(C(OC(C)C)=O)=NC(OC(C)C)=O. The catalyst is O1CCCC1. The product is [CH3:1][C:2]1[S:6][C:5]([C:7]2[CH:15]=[C:14]3[C:10]([C:11]([C:16]([O:18][C@H:21]4[CH:22]5[CH2:25][CH2:26][N:19]([CH2:24][CH2:23]5)[CH2:20]4)=[O:17])=[N:12][NH:13]3)=[CH:9][CH:8]=2)=[N:4][CH:3]=1. The yield is 0.0100.